The task is: Regression. Given two drug SMILES strings and cell line genomic features, predict the synergy score measuring deviation from expected non-interaction effect.. This data is from NCI-60 drug combinations with 297,098 pairs across 59 cell lines. (1) Cell line: DU-145. Drug 1: CC1=C2C(C(=O)C3(C(CC4C(C3C(C(C2(C)C)(CC1OC(=O)C(C(C5=CC=CC=C5)NC(=O)C6=CC=CC=C6)O)O)OC(=O)C7=CC=CC=C7)(CO4)OC(=O)C)O)C)OC(=O)C. Synergy scores: CSS=1.23, Synergy_ZIP=4.31, Synergy_Bliss=4.55, Synergy_Loewe=2.35, Synergy_HSA=-1.13. Drug 2: CC1=C(C(=CC=C1)Cl)NC(=O)C2=CN=C(S2)NC3=CC(=NC(=N3)C)N4CCN(CC4)CCO. (2) Drug 1: C1CN(P(=O)(OC1)NCCCl)CCCl. Drug 2: CC1C(C(CC(O1)OC2CC(CC3=C2C(=C4C(=C3O)C(=O)C5=C(C4=O)C(=CC=C5)OC)O)(C(=O)CO)O)N)O.Cl. Cell line: 786-0. Synergy scores: CSS=44.7, Synergy_ZIP=-0.896, Synergy_Bliss=-2.60, Synergy_Loewe=-12.9, Synergy_HSA=0.849. (3) Drug 1: CS(=O)(=O)C1=CC(=C(C=C1)C(=O)NC2=CC(=C(C=C2)Cl)C3=CC=CC=N3)Cl. Drug 2: C#CCC(CC1=CN=C2C(=N1)C(=NC(=N2)N)N)C3=CC=C(C=C3)C(=O)NC(CCC(=O)O)C(=O)O. Cell line: OVCAR-8. Synergy scores: CSS=8.66, Synergy_ZIP=-1.49, Synergy_Bliss=-1.44, Synergy_Loewe=-1.47, Synergy_HSA=-2.01. (4) Drug 1: COC1=CC(=CC(=C1O)OC)C2C3C(COC3=O)C(C4=CC5=C(C=C24)OCO5)OC6C(C(C7C(O6)COC(O7)C8=CC=CS8)O)O. Drug 2: C1CN1P(=S)(N2CC2)N3CC3. Cell line: UACC62. Synergy scores: CSS=28.2, Synergy_ZIP=-13.9, Synergy_Bliss=-7.10, Synergy_Loewe=-8.68, Synergy_HSA=-3.02. (5) Drug 1: CC1=C2C(C(=O)C3(C(CC4C(C3C(C(C2(C)C)(CC1OC(=O)C(C(C5=CC=CC=C5)NC(=O)C6=CC=CC=C6)O)O)OC(=O)C7=CC=CC=C7)(CO4)OC(=O)C)O)C)OC(=O)C. Drug 2: COCCOC1=C(C=C2C(=C1)C(=NC=N2)NC3=CC=CC(=C3)C#C)OCCOC.Cl. Cell line: SK-MEL-28. Synergy scores: CSS=28.4, Synergy_ZIP=-1.19, Synergy_Bliss=1.62, Synergy_Loewe=-24.8, Synergy_HSA=0.452. (6) Drug 1: CS(=O)(=O)C1=CC(=C(C=C1)C(=O)NC2=CC(=C(C=C2)Cl)C3=CC=CC=N3)Cl. Drug 2: CN1CCC(CC1)COC2=C(C=C3C(=C2)N=CN=C3NC4=C(C=C(C=C4)Br)F)OC. Cell line: LOX IMVI. Synergy scores: CSS=19.4, Synergy_ZIP=-5.82, Synergy_Bliss=-0.453, Synergy_Loewe=-8.61, Synergy_HSA=1.64. (7) Drug 1: CNC(=O)C1=NC=CC(=C1)OC2=CC=C(C=C2)NC(=O)NC3=CC(=C(C=C3)Cl)C(F)(F)F. Synergy scores: CSS=-4.34, Synergy_ZIP=2.90, Synergy_Bliss=2.15, Synergy_Loewe=0.332, Synergy_HSA=-3.89. Drug 2: CCC1(CC2CC(C3=C(CCN(C2)C1)C4=CC=CC=C4N3)(C5=C(C=C6C(=C5)C78CCN9C7C(C=CC9)(C(C(C8N6C)(C(=O)OC)O)OC(=O)C)CC)OC)C(=O)OC)O.OS(=O)(=O)O. Cell line: HCT116. (8) Drug 1: C1CC(=O)NC(=O)C1N2CC3=C(C2=O)C=CC=C3N. Drug 2: C1=C(C(=O)NC(=O)N1)N(CCCl)CCCl. Cell line: UACC62. Synergy scores: CSS=32.6, Synergy_ZIP=-9.73, Synergy_Bliss=-0.653, Synergy_Loewe=-4.85, Synergy_HSA=0.413.